This data is from Forward reaction prediction with 1.9M reactions from USPTO patents (1976-2016). The task is: Predict the product of the given reaction. (1) Given the reactants [CH3:1][C:2]1[CH:7]=[CH:6][C:5]([CH3:8])=[CH:4][C:3]=1OB(O)O.[Br:13][C:14]1[C:15]([C:23]#[N:24])=[C:16]([N+:20]([O-:22])=[O:21])[S:17][C:18]=1Br.O.C(OCC)(=O)C, predict the reaction product. The product is: [Br:13][C:14]1[C:15]([C:23]#[N:24])=[C:16]([N+:20]([O-:22])=[O:21])[S:17][C:18]=1[C:3]1[CH:4]=[C:5]([CH3:8])[CH:6]=[CH:7][C:2]=1[CH3:1]. (2) Given the reactants [CH2:1]([O:3][C:4](=[O:15])[CH2:5]C1C=C2C(C=CN2)=CC=1)[CH3:2].C(O[C:20]1[CH:21]=[C:22]2[C:26](=[CH:27][CH:28]=1)[N:25]([C:29]([NH2:31])=[O:30])[CH:24]=[C:23]2[N:32]=[C:33]=[O:34])C=C, predict the reaction product. The product is: [CH2:1]([O:3][C:4](=[O:15])[CH2:5][C:28]1[CH:27]=[C:26]2[C:22]([C:23]([N:32]=[C:33]=[O:34])=[CH:24][N:25]2[C:29](=[O:30])[NH2:31])=[CH:21][CH:20]=1)[CH3:2]. (3) The product is: [F:1][C:2]1[CH:7]=[CH:6][CH:5]=[CH:4][C:3]=1[C:8]1[N:39]([C:41]2[CH:46]=[CH:45][CH:44]=[CH:43][CH:42]=2)[C:33]2[C:34]([C:9]=1[CH2:10][CH2:11][CH2:12][N:13]1[CH2:18][CH2:17][CH:16]([C:19]3[CH:20]=[C:21]([NH:25][C:26](=[O:30])[CH:27]([CH3:29])[CH3:28])[CH:22]=[CH:23][CH:24]=3)[CH2:15][CH2:14]1)=[CH:35][CH:36]=[CH:37][CH:38]=2. Given the reactants [F:1][C:2]1[CH:7]=[CH:6][CH:5]=[CH:4][C:3]=1[C:8](=O)[CH2:9][CH2:10][CH2:11][CH2:12][N:13]1[CH2:18][CH2:17][CH:16]([C:19]2[CH:20]=[C:21]([NH:25][C:26](=[O:30])[CH:27]([CH3:29])[CH3:28])[CH:22]=[CH:23][CH:24]=2)[CH2:15][CH2:14]1.Cl.[C:33]1([N:39]([C:41]2[CH:46]=[CH:45][CH:44]=[CH:43][CH:42]=2)N)[CH:38]=[CH:37][CH:36]=[CH:35][CH:34]=1, predict the reaction product.